From a dataset of NCI-60 drug combinations with 297,098 pairs across 59 cell lines. Regression. Given two drug SMILES strings and cell line genomic features, predict the synergy score measuring deviation from expected non-interaction effect. (1) Drug 1: C1=CC(=CC=C1CCCC(=O)O)N(CCCl)CCCl. Drug 2: CC1CCC2CC(C(=CC=CC=CC(CC(C(=O)C(C(C(=CC(C(=O)CC(OC(=O)C3CCCCN3C(=O)C(=O)C1(O2)O)C(C)CC4CCC(C(C4)OC)O)C)C)O)OC)C)C)C)OC. Cell line: HOP-62. Synergy scores: CSS=18.8, Synergy_ZIP=-4.84, Synergy_Bliss=-8.42, Synergy_Loewe=-7.79, Synergy_HSA=-6.29. (2) Drug 1: CC1=CC2C(CCC3(C2CCC3(C(=O)C)OC(=O)C)C)C4(C1=CC(=O)CC4)C. Drug 2: CC1CCC2CC(C(=CC=CC=CC(CC(C(=O)C(C(C(=CC(C(=O)CC(OC(=O)C3CCCCN3C(=O)C(=O)C1(O2)O)C(C)CC4CCC(C(C4)OC)O)C)C)O)OC)C)C)C)OC. Cell line: IGROV1. Synergy scores: CSS=38.2, Synergy_ZIP=-8.50, Synergy_Bliss=-7.54, Synergy_Loewe=-58.9, Synergy_HSA=-8.66. (3) Drug 1: CC12CCC3C(C1CCC2=O)CC(=C)C4=CC(=O)C=CC34C. Drug 2: CS(=O)(=O)CCNCC1=CC=C(O1)C2=CC3=C(C=C2)N=CN=C3NC4=CC(=C(C=C4)OCC5=CC(=CC=C5)F)Cl. Cell line: SK-OV-3. Synergy scores: CSS=31.0, Synergy_ZIP=-5.22, Synergy_Bliss=-1.86, Synergy_Loewe=-6.97, Synergy_HSA=-0.718. (4) Synergy scores: CSS=25.3, Synergy_ZIP=2.30, Synergy_Bliss=-0.123, Synergy_Loewe=-1.56, Synergy_HSA=0.0630. Cell line: HT29. Drug 2: CC12CCC3C(C1CCC2O)C(CC4=C3C=CC(=C4)O)CCCCCCCCCS(=O)CCCC(C(F)(F)F)(F)F. Drug 1: CC1C(C(CC(O1)OC2CC(CC3=C2C(=C4C(=C3O)C(=O)C5=C(C4=O)C(=CC=C5)OC)O)(C(=O)C)O)N)O.Cl. (5) Drug 1: C1CCN(CC1)CCOC2=CC=C(C=C2)C(=O)C3=C(SC4=C3C=CC(=C4)O)C5=CC=C(C=C5)O. Synergy scores: CSS=13.7, Synergy_ZIP=-3.77, Synergy_Bliss=-0.116, Synergy_Loewe=-4.35, Synergy_HSA=-3.14. Drug 2: C1=C(C(=O)NC(=O)N1)F. Cell line: EKVX. (6) Drug 1: C1CCC(CC1)NC(=O)N(CCCl)N=O. Cell line: MDA-MB-231. Drug 2: C1=CN(C(=O)N=C1N)C2C(C(C(O2)CO)O)O.Cl. Synergy scores: CSS=30.3, Synergy_ZIP=0.961, Synergy_Bliss=0.675, Synergy_Loewe=-8.34, Synergy_HSA=5.68. (7) Drug 1: CC1=C(C=C(C=C1)C(=O)NC2=CC(=CC(=C2)C(F)(F)F)N3C=C(N=C3)C)NC4=NC=CC(=N4)C5=CN=CC=C5. Drug 2: CC1CCCC2(C(O2)CC(NC(=O)CC(C(C(=O)C(C1O)C)(C)C)O)C(=CC3=CSC(=N3)C)C)C. Cell line: KM12. Synergy scores: CSS=47.7, Synergy_ZIP=-4.85, Synergy_Bliss=-9.43, Synergy_Loewe=-5.31, Synergy_HSA=-3.06.